Dataset: Forward reaction prediction with 1.9M reactions from USPTO patents (1976-2016). Task: Predict the product of the given reaction. (1) Given the reactants [CH3:1][C:2]1[O:6][C:5]([CH:7]([NH2:13])[C:8]2([CH3:12])[CH2:11][O:10][CH2:9]2)=[CH:4][CH:3]=1.C([O:16][C:17]1[C:18](=[O:33])[C:19](=O)[C:20]=1[NH:21][C:22]1[C:30]2[NH:29][C:28](=[O:31])[NH:27][C:26]=2[CH:25]=[CH:24][CH:23]=1)C, predict the reaction product. The product is: [CH3:1][C:2]1[O:6][C:5]([CH:7]([NH:13][C:19]2[C:18](=[O:33])[C:17](=[O:16])[C:20]=2[NH:21][C:22]2[C:30]3[NH:29][C:28](=[O:31])[NH:27][C:26]=3[CH:25]=[CH:24][CH:23]=2)[C:8]2([CH3:12])[CH2:9][O:10][CH2:11]2)=[CH:4][CH:3]=1. (2) The product is: [Cl:1][C:2]1[CH:3]=[C:4]([CH:9]([NH:12][C:13]([C:15]2[NH:16][CH:17]=[C:18]([C:20]3[C:24]([C:25]4[CH:30]=[CH:29][C:28]([CH2:31][N:32]5[CH2:39][CH2:38][O:37][CH2:36][CH2:35]5)=[C:27]([Cl:33])[CH:26]=4)=[CH:23][NH:22][N:21]=3)[CH:19]=2)=[O:14])[CH2:10][OH:11])[CH:5]=[CH:6][C:7]=1[F:8]. Given the reactants [Cl:1][C:2]1[CH:3]=[C:4]([CH:9]([NH:12][C:13]([C:15]2[NH:16][CH:17]=[C:18]([C:20]3[C:24]([C:25]4[CH:30]=[CH:29][C:28]([CH2:31][NH2:32])=[C:27]([Cl:33])[CH:26]=4)=[CH:23][NH:22][N:21]=3)[CH:19]=2)=[O:14])[CH2:10][OH:11])[CH:5]=[CH:6][C:7]=1[F:8].Br[CH2:35][CH2:36][O:37][CH2:38][CH2:39]Br, predict the reaction product. (3) Given the reactants [F:1][C:2]1[CH:38]=[CH:37][CH:36]=[CH:35][C:3]=1[CH2:4][C:5]1[C:6]2[CH2:27][N:26](C(OC(C)(C)C)=O)[CH2:25][CH2:24][C:7]=2[N:8]=[C:9]([NH:11][C:12]2[CH:17]=[CH:16][C:15]([N:18]3[CH:22]=[CH:21][N:20]=[C:19]3[CH3:23])=[CH:14][CH:13]=2)[N:10]=1.C(O)(C(F)(F)F)=O.C([O-])(O)=O.[Na+], predict the reaction product. The product is: [F:1][C:2]1[CH:38]=[CH:37][CH:36]=[CH:35][C:3]=1[CH2:4][C:5]1[C:6]2[CH2:27][NH:26][CH2:25][CH2:24][C:7]=2[N:8]=[C:9]([NH:11][C:12]2[CH:13]=[CH:14][C:15]([N:18]3[CH:22]=[CH:21][N:20]=[C:19]3[CH3:23])=[CH:16][CH:17]=2)[N:10]=1. (4) Given the reactants [C:1]12([NH2:11])[CH2:10][CH:5]3[CH2:6][CH:7]([CH2:9][CH:3]([CH2:4]3)[CH2:2]1)[CH2:8]2.[NH2:12][C:13]1[S:14][C:15]([CH:18]=O)=[CH:16][N:17]=1, predict the reaction product. The product is: [C:1]12([NH:11][CH2:18][C:15]3[S:14][C:13]([NH2:12])=[N:17][CH:16]=3)[CH2:8][CH:7]3[CH2:6][CH:5]([CH2:4][CH:3]([CH2:9]3)[CH2:2]1)[CH2:10]2. (5) Given the reactants [C:1]([C:4]1[C:5](=[O:12])[O:6][C:7]([CH3:11])=[CH:8][C:9]=1[OH:10])(=[O:3])[CH3:2].[Cl:13][C:14]1[CH:15]=[C:16]([CH:19]=[CH:20][C:21]=1[O:22][C:23]([F:26])([F:25])[F:24])[CH:17]=O.N1CCCCC1, predict the reaction product. The product is: [OH:10][C:9]1[CH:8]=[C:7]([CH3:11])[O:6][C:5](=[O:12])[C:4]=1[C:1](=[O:3])[CH:2]=[CH:17][C:16]1[CH:19]=[CH:20][C:21]([O:22][C:23]([F:24])([F:25])[F:26])=[C:14]([Cl:13])[CH:15]=1. (6) Given the reactants [Br:1][C:2]1[CH:3]=[C:4]([C@H:8]2[CH2:10][O:9]2)[CH:5]=[CH:6][CH:7]=1.[NH4+:11].[OH-], predict the reaction product. The product is: [NH2:11][CH2:10][C@H:8]([C:4]1[CH:5]=[CH:6][CH:7]=[C:2]([Br:1])[CH:3]=1)[OH:9]. (7) The product is: [CH2:1]([O:3][C:4]1[CH:5]=[CH:6][C:7]([C:10](=[O:16])[CH2:11][CH2:12][C:13]([NH:46][C:37]2[S:36][C:35]([C:29]3[CH:34]=[CH:33][CH:32]=[CH:31][CH:30]=3)=[N:39][C:38]=2[C:40]2[CH:41]=[CH:42][CH:43]=[CH:44][CH:45]=2)=[O:15])=[CH:8][CH:9]=1)[CH3:2]. Given the reactants [CH2:1]([O:3][C:4]1[CH:9]=[CH:8][C:7]([C:10](=[O:16])[CH2:11][CH2:12][C:13]([OH:15])=O)=[CH:6][CH:5]=1)[CH3:2].ClC1C=C(Cl)C=C(Cl)C=1C(Cl)=O.[C:29]1([C:35]2[S:36][C:37]([NH2:46])=[C:38]([C:40]3[CH:45]=[CH:44][CH:43]=[CH:42][CH:41]=3)[N:39]=2)[CH:34]=[CH:33][CH:32]=[CH:31][CH:30]=1.Cl, predict the reaction product.